Dataset: Forward reaction prediction with 1.9M reactions from USPTO patents (1976-2016). Task: Predict the product of the given reaction. (1) Given the reactants [Cl:1][C:2]1[CH:7]=[CH:6][C:5]([C:8]2[C:13]([F:14])=[CH:12][C:11]([CH3:15])=[C:10]([C:16]3[C:17](=[O:29])[NH:18][C:19]4([CH2:26][CH2:25][N:24]([O:27][CH3:28])[CH2:23][CH2:22]4)[C:20]=3[OH:21])[CH:9]=2)=[CH:4][CH:3]=1.[C:30](Cl)(=[O:35])[C:31]([CH3:34])([CH3:33])[CH3:32].N1C=CC=CC=1.Cl, predict the reaction product. The product is: [Cl:1][C:2]1[CH:7]=[CH:6][C:5]([C:8]2[C:13]([F:14])=[CH:12][C:11]([CH3:15])=[C:10]([C:16]3[C:17](=[O:29])[NH:18][C:19]4([CH2:22][CH2:23][N:24]([O:27][CH3:28])[CH2:25][CH2:26]4)[C:20]=3[O:21][C:30](=[O:35])[C:31]([CH3:34])([CH3:33])[CH3:32])[CH:9]=2)=[CH:4][CH:3]=1. (2) The product is: [Cl:1][C:2]1[CH:3]=[C:4]([CH:5]=[C:6]([Cl:8])[CH:7]=1)[C:9]([C:11]1[NH:12][C:13](=[O:21])[NH:14][C:15](=[O:19])[C:16]=1[CH2:17][CH3:18])=[O:10]. Given the reactants [Cl:1][C:2]1[CH:3]=[C:4]([C:9]([C:11]2[C:16]([CH2:17][CH3:18])=[C:15]([O:19]C)[N:14]=[C:13]([O:21]C)[N:12]=2)=[O:10])[CH:5]=[C:6]([Cl:8])[CH:7]=1, predict the reaction product. (3) Given the reactants [CH2:1]([CH:11]([CH2:24][CH2:25][CH2:26]/[CH:27]=[CH:28]\[CH2:29][CH2:30][CH2:31][CH2:32][CH3:33])[CH:12]([OH:23])[CH2:13][CH2:14][CH2:15]/[CH:16]=[CH:17]\[CH2:18][CH2:19][CH2:20][CH2:21][CH3:22])[CH2:2][CH2:3]/[CH:4]=[CH:5]\[CH2:6][CH2:7][CH2:8][CH2:9][CH3:10].[Br:34][CH2:35][CH2:36][CH2:37][CH2:38][CH2:39][C:40](O)=[O:41].CCN=C=NCCCN(C)C.Cl.C(N(C(C)C)CC)(C)C, predict the reaction product. The product is: [Br:34][CH2:35][CH2:36][CH2:37][CH2:38][CH2:39][C:40]([O:23][CH:12]([CH:11]([CH2:1][CH2:2][CH2:3]/[CH:4]=[CH:5]\[CH2:6][CH2:7][CH2:8][CH2:9][CH3:10])[CH2:24][CH2:25][CH2:26]/[CH:27]=[CH:28]\[CH2:29][CH2:30][CH2:31][CH2:32][CH3:33])[CH2:13][CH2:14][CH2:15]/[CH:16]=[CH:17]\[CH2:18][CH2:19][CH2:20][CH2:21][CH3:22])=[O:41]. (4) Given the reactants [N+]([C:4]1[NH:5][CH:6]=[C:7]([N+:9]([O-:11])=[O:10])[N:8]=1)([O-])=O.[CH2:12]([O:16][Si](C(C)(C)C)(C)C)[C@H:13]1[O:15][CH2:14]1.Br[CH2:25][C:26]1[CH:31]=[CH:30][C:29]([C:32]2[CH:37]=[CH:36][C:35]([O:38][C:39]([F:42])([F:41])[F:40])=[CH:34][C:33]=2[Cl:43])=[CH:28][CH:27]=1.[H-].[Na+], predict the reaction product. The product is: [Cl:43][C:33]1[CH:34]=[C:35]([O:38][C:39]([F:42])([F:41])[F:40])[CH:36]=[CH:37][C:32]=1[C:29]1[CH:30]=[CH:31][C:26]([CH2:25][O:15][C@@H:13]2[CH2:12][O:16][C:4]3=[N:8][C:7]([N+:9]([O-:11])=[O:10])=[CH:6][N:5]3[CH2:14]2)=[CH:27][CH:28]=1. (5) Given the reactants [OH:1][CH2:2][C:3]([OH:5])=O.CCN=C=NCCCN(C)C.C1C=CC2N(O)N=NC=2C=1.O.[F:28][C:29]1[CH:30]=[C:31]([NH:62][C:63]([C:65]2[C:66](=[O:78])[N:67]([C:71]3[CH:76]=[CH:75][C:74]([F:77])=[CH:73][CH:72]=3)[N:68]=[CH:69][CH:70]=2)=[O:64])[CH:32]=[CH:33][C:34]=1[O:35][C:36]1[CH:41]=[CH:40][N:39]=[C:38]2[N:42]([CH2:53][C:54]3[CH:59]=[CH:58][C:57]([O:60][CH3:61])=[CH:56][CH:55]=3)[N:43]=[C:44]([O:45][CH2:46][CH:47]3[CH2:52][CH2:51][NH:50][CH2:49][CH2:48]3)[C:37]=12.CCN(CC)CC, predict the reaction product. The product is: [F:28][C:29]1[CH:30]=[C:31]([NH:62][C:63]([C:65]2[C:66](=[O:78])[N:67]([C:71]3[CH:76]=[CH:75][C:74]([F:77])=[CH:73][CH:72]=3)[N:68]=[CH:69][CH:70]=2)=[O:64])[CH:32]=[CH:33][C:34]=1[O:35][C:36]1[CH:41]=[CH:40][N:39]=[C:38]2[N:42]([CH2:53][C:54]3[CH:55]=[CH:56][C:57]([O:60][CH3:61])=[CH:58][CH:59]=3)[N:43]=[C:44]([O:45][CH2:46][CH:47]3[CH2:52][CH2:51][N:50]([C:3](=[O:5])[CH2:2][OH:1])[CH2:49][CH2:48]3)[C:37]=12.